From a dataset of Retrosynthesis with 50K atom-mapped reactions and 10 reaction types from USPTO. Predict the reactants needed to synthesize the given product. (1) The reactants are: CC(C)c1ccc(Cl)c(-c2ccc(C(F)(F)F)cc2CBr)c1.COc1ccccc1[C@@H]1CCNC(=O)O1. Given the product COc1ccccc1[C@@H]1CCN(Cc2cc(C(F)(F)F)ccc2-c2cc(C(C)C)ccc2Cl)C(=O)O1, predict the reactants needed to synthesize it. (2) Given the product COC(CN=[N+]=[N-])Cn1cc([N+](=O)[O-])nc1Cl, predict the reactants needed to synthesize it. The reactants are: CI.[N-]=[N+]=NCC(O)Cn1cc([N+](=O)[O-])nc1Cl. (3) The reactants are: BrC1CCCC1.CCc1n[nH]c2cc(Br)ccc12. Given the product CCc1nn(C2CCCC2)c2cc(Br)ccc12, predict the reactants needed to synthesize it.